This data is from Peptide-MHC class II binding affinity with 134,281 pairs from IEDB. The task is: Regression. Given a peptide amino acid sequence and an MHC pseudo amino acid sequence, predict their binding affinity value. This is MHC class II binding data. (1) The peptide sequence is SQDLELSWNLNGLNAY. The MHC is DRB1_0401 with pseudo-sequence DRB1_0401. The binding affinity (normalized) is 0.639. (2) The peptide sequence is RNGEVIGLYGNGILV. The MHC is DRB1_0801 with pseudo-sequence DRB1_0801. The binding affinity (normalized) is 0. (3) The peptide sequence is WQLYMFGETLSRAII. The MHC is DRB1_0901 with pseudo-sequence DRB1_0901. The binding affinity (normalized) is 0.566. (4) The peptide sequence is CVPKVTFTVEKGSNE. The MHC is DRB1_1201 with pseudo-sequence DRB1_1201. The binding affinity (normalized) is 0.0944. (5) The peptide sequence is SFLQNPQTSLCFSES. The MHC is DRB4_0101 with pseudo-sequence DRB4_0103. The binding affinity (normalized) is 0.0774. (6) The peptide sequence is IEPIVATNWQKLEAFWHKHM. The MHC is HLA-DQA10101-DQB10501 with pseudo-sequence HLA-DQA10101-DQB10501. The binding affinity (normalized) is 0.372. (7) The peptide sequence is LCETIDTIADQAIAN. The MHC is DRB1_0101 with pseudo-sequence DRB1_0101. The binding affinity (normalized) is 0. (8) The peptide sequence is LHYTVDKSKPKVY. The MHC is DRB4_0101 with pseudo-sequence DRB4_0103. The binding affinity (normalized) is 0. (9) The peptide sequence is YAKFLANVSTVLTGK. The MHC is DRB1_0101 with pseudo-sequence DRB1_0101. The binding affinity (normalized) is 0.919.